This data is from Peptide-MHC class I binding affinity with 185,985 pairs from IEDB/IMGT. The task is: Regression. Given a peptide amino acid sequence and an MHC pseudo amino acid sequence, predict their binding affinity value. This is MHC class I binding data. (1) The peptide sequence is YVGDTSMMVI. The MHC is HLA-A02:02 with pseudo-sequence HLA-A02:02. The binding affinity (normalized) is 0.444. (2) The peptide sequence is DYNFVKQLF. The MHC is HLA-B54:01 with pseudo-sequence HLA-B54:01. The binding affinity (normalized) is 0.190. (3) The binding affinity (normalized) is 0.729. The MHC is HLA-A31:01 with pseudo-sequence HLA-A31:01. The peptide sequence is RSNNKFTLK. (4) The peptide sequence is RAFWGQVQK. The MHC is HLA-A02:01 with pseudo-sequence HLA-A02:01. The binding affinity (normalized) is 0.0847. (5) The peptide sequence is IVLIVITGI. The MHC is HLA-B07:02 with pseudo-sequence HLA-B07:02. The binding affinity (normalized) is 0. (6) The peptide sequence is RQIQVEGLK. The MHC is HLA-A03:01 with pseudo-sequence HLA-A03:01. The binding affinity (normalized) is 0.309. (7) The peptide sequence is IPQSLDSWRTSL. The MHC is H-2-Ld with pseudo-sequence H-2-Ld. The binding affinity (normalized) is 0.159. (8) The peptide sequence is KEVLVLWGV. The MHC is Mamu-A11 with pseudo-sequence Mamu-A11. The binding affinity (normalized) is 0.999. (9) The peptide sequence is LGADLDAVI. The MHC is HLA-A24:02 with pseudo-sequence HLA-A24:02. The binding affinity (normalized) is 0.173. (10) The peptide sequence is VICSFLVFL. The MHC is HLA-A02:02 with pseudo-sequence HLA-A02:02. The binding affinity (normalized) is 0.728.